From a dataset of NCI-60 drug combinations with 297,098 pairs across 59 cell lines. Regression. Given two drug SMILES strings and cell line genomic features, predict the synergy score measuring deviation from expected non-interaction effect. Drug 1: CC1=C(C=C(C=C1)NC2=NC=CC(=N2)N(C)C3=CC4=NN(C(=C4C=C3)C)C)S(=O)(=O)N.Cl. Drug 2: CC1C(C(CC(O1)OC2CC(OC(C2O)C)OC3=CC4=CC5=C(C(=O)C(C(C5)C(C(=O)C(C(C)O)O)OC)OC6CC(C(C(O6)C)O)OC7CC(C(C(O7)C)O)OC8CC(C(C(O8)C)O)(C)O)C(=C4C(=C3C)O)O)O)O. Cell line: SNB-19. Synergy scores: CSS=40.3, Synergy_ZIP=25.4, Synergy_Bliss=25.6, Synergy_Loewe=26.4, Synergy_HSA=24.4.